From a dataset of Full USPTO retrosynthesis dataset with 1.9M reactions from patents (1976-2016). Predict the reactants needed to synthesize the given product. (1) Given the product [Cl:34][C:27]1[CH:28]=[N+:29]([O-:33])[CH:30]=[C:31]([Cl:32])[C:26]=1[CH2:25][C@@H:24]([C:35]1[CH:40]=[CH:39][C:38]([O:41][CH:42]([F:43])[F:44])=[C:37]([O:45][CH2:46][CH:47]2[CH2:49][CH2:48]2)[CH:36]=1)[O:23][C:21](=[O:22])[CH2:20][O:19][C:17](=[O:18])[C:16]1[CH:50]=[CH:51][C:13]([NH:8][S:9]([CH3:12])(=[O:11])=[O:10])=[C:14]([O:52][CH2:53][CH:54]2[CH2:55][CH2:56]2)[CH:15]=1, predict the reactants needed to synthesize it. The reactants are: C(OC([N:8]([C:13]1[CH:51]=[CH:50][C:16]([C:17]([O:19][CH2:20][C:21]([O:23][C@H:24]([C:35]2[CH:40]=[CH:39][C:38]([O:41][CH:42]([F:44])[F:43])=[C:37]([O:45][CH2:46][CH:47]3[CH2:49][CH2:48]3)[CH:36]=2)[CH2:25][C:26]2[C:31]([Cl:32])=[CH:30][N+:29]([O-:33])=[CH:28][C:27]=2[Cl:34])=[O:22])=[O:18])=[CH:15][C:14]=1[O:52][CH2:53][CH:54]1[CH2:56][CH2:55]1)[S:9]([CH3:12])(=[O:11])=[O:10])=O)(C)(C)C.O1CCOCC1. (2) The reactants are: [Cl:1][CH2:2][CH2:3][OH:4].C([N-]C(C)C)(C)C.[Li+].[Br:13][C:14]1[CH:19]=[C:18](F)[C:17]([N+:21]([O-:23])=[O:22])=[CH:16][C:15]=1[CH:24]([F:26])[F:25].O. Given the product [Br:13][C:14]1[CH:19]=[C:18]([O:4][CH2:3][CH2:2][Cl:1])[C:17]([N+:21]([O-:23])=[O:22])=[CH:16][C:15]=1[CH:24]([F:25])[F:26], predict the reactants needed to synthesize it. (3) Given the product [ClH:4].[CH2:21]([C:15]1[N:16]([CH2:17][CH:18]([CH3:20])[CH3:19])[C:12]2[C:7]3[CH:8]=[CH:9][CH:10]=[CH:11][C:6]=3[N:5]=[C:25]([NH2:26])[C:13]=2[N:14]=1)[CH2:22][CH2:23][CH3:24], predict the reactants needed to synthesize it. The reactants are: C([Cl:4])(=O)C.[NH2:5][C:6]1[CH:11]=[CH:10][CH:9]=[CH:8][C:7]=1[C:12]1[N:16]([CH2:17][CH:18]([CH3:20])[CH3:19])[C:15]([CH2:21][CH2:22][CH2:23][CH3:24])=[N:14][C:13]=1[C:25]#[N:26]. (4) Given the product [I:1][C:2]1[CH:15]=[CH:14][C:5]([O:6][CH2:7][CH2:8][N:9]2[CH2:13][CH2:12][CH2:11][CH2:10]2)=[C:4]([OH:16])[CH:3]=1, predict the reactants needed to synthesize it. The reactants are: [I:1][C:2]1[CH:15]=[CH:14][C:5]([O:6][CH2:7][CH2:8][N:9]2[CH2:13][CH2:12][CH2:11][CH2:10]2)=[C:4]([O:16]C)[CH:3]=1.Cl.[NH+]1C=CC=CC=1. (5) Given the product [NH:4]1[C:12]2[C:7](=[CH:8][CH:9]=[CH:10][C:11]=2[CH:13]=[N:2][OH:3])[CH:6]=[CH:5]1, predict the reactants needed to synthesize it. The reactants are: Cl.[NH2:2][OH:3].[NH:4]1[C:12]2[C:7](=[CH:8][CH:9]=[CH:10][C:11]=2[CH:13]=O)[CH:6]=[CH:5]1. (6) Given the product [F:33][C:11]([F:10])([CH2:26][C:27]1[CH:32]=[CH:31][CH:30]=[CH:29][CH:28]=1)[CH2:12][C@H:13]([NH:17][C:18]([N:20]1[CH2:21][CH2:22][O:23][CH2:24][CH2:25]1)=[O:19])[C:14](=[O:15])[NH:2][C@@:3]([CH2:4][OH:5])([CH3:9])[CH2:6][CH2:7][CH3:8], predict the reactants needed to synthesize it. The reactants are: Cl.[NH2:2][C@@:3]([CH3:9])([CH2:6][CH2:7][CH3:8])[CH2:4][OH:5].[F:10][C:11]([F:33])([CH2:26][C:27]1[CH:32]=[CH:31][CH:30]=[CH:29][CH:28]=1)[CH2:12][C@H:13]([NH:17][C:18]([N:20]1[CH2:25][CH2:24][O:23][CH2:22][CH2:21]1)=[O:19])[C:14](O)=[O:15].CCN=C=NCCCN(C)C.C1C=CC2N(O)N=NC=2C=1.C(N(C(C)C)CC)(C)C.